Predict the reactants needed to synthesize the given product. From a dataset of Full USPTO retrosynthesis dataset with 1.9M reactions from patents (1976-2016). (1) Given the product [CH2:16]([O:15][C:14]1[N:13]=[N:12][C:11]([C:23]#[C:24][C:25]2[CH2:30][CH2:29][O:28][CH2:27][CH:26]=2)=[CH:10][C:9]=1[O:8][CH2:1][C:2]1[CH:3]=[CH:4][CH:5]=[CH:6][CH:7]=1)[C:17]1[CH:18]=[CH:19][CH:20]=[CH:21][CH:22]=1, predict the reactants needed to synthesize it. The reactants are: [CH2:1]([O:8][C:9]1[CH:10]=[C:11]([C:23]#[C:24][C:25]2(O)[CH2:30][CH2:29][O:28][CH2:27][CH2:26]2)[N:12]=[N:13][C:14]=1[O:15][CH2:16][C:17]1[CH:22]=[CH:21][CH:20]=[CH:19][CH:18]=1)[C:2]1[CH:7]=[CH:6][CH:5]=[CH:4][CH:3]=1.C(N(CC)CC)C.CS(Cl)(=O)=O.O. (2) Given the product [NH2:38][C:31]1[C:32]2[C:37](=[CH:36][CH:35]=[CH:34][CH:33]=2)[C:28]([O:27][C:25]2[CH:24]=[CH:23][N:22]=[C:21]([NH:20][C:5]3[CH:6]=[C:7]([O:9][CH2:10][CH2:11][O:12][CH2:13][CH2:14][O:15][CH2:16][CH2:17][O:18][CH3:19])[CH:8]=[C:3]([O:2][CH3:1])[CH:4]=3)[CH:26]=2)=[CH:29][CH:30]=1, predict the reactants needed to synthesize it. The reactants are: [CH3:1][O:2][C:3]1[CH:4]=[C:5]([NH:20][C:21]2[CH:26]=[C:25]([O:27][C:28]3[C:37]4[C:32](=[CH:33][CH:34]=[CH:35][CH:36]=4)[C:31]([NH:38]C(=O)OC(C)(C)C)=[CH:30][CH:29]=3)[CH:24]=[CH:23][N:22]=2)[CH:6]=[C:7]([O:9][CH2:10][CH2:11][O:12][CH2:13][CH2:14][O:15][CH2:16][CH2:17][O:18][CH3:19])[CH:8]=1.C(O)(C(F)(F)F)=O.C([O-])(O)=O.[Na+]. (3) The reactants are: C1(C[N:8]2[CH2:13][CH2:12][CH:11]([N:14]3[CH2:19][CH2:18][CH:17]([CH2:20][C:21]([O:23][CH3:24])=[O:22])[CH2:16][CH2:15]3)[CH2:10][CH2:9]2)C=CC=CC=1.[H][H]. Given the product [N:14]1([CH:11]2[CH2:10][CH2:9][NH:8][CH2:13][CH2:12]2)[CH2:15][CH2:16][CH:17]([CH2:20][C:21]([O:23][CH3:24])=[O:22])[CH2:18][CH2:19]1, predict the reactants needed to synthesize it. (4) The reactants are: [Cl:1][C:2]1[CH:7]=[CH:6][C:5]([C@:8]2([O:17][C@H:16]([CH2:18][OH:19])[C@@H:14]([OH:15])[C@H:12]([OH:13])[C@H:10]2[OH:11])[OH:9])=[CH:4][C:3]=1[CH2:20][C:21]1[CH:26]=[CH:25][C:24]([C:27]#[CH:28])=[CH:23][CH:22]=1.I[C:30]1[CH:35]=[N:34][CH:33]=[CH:32][N:31]=1. Given the product [Cl:1][C:2]1[CH:7]=[CH:6][C:5]([C@:8]2([O:17][C@H:16]([CH2:18][OH:19])[C@@H:14]([OH:15])[C@H:12]([OH:13])[C@H:10]2[OH:11])[OH:9])=[CH:4][C:3]=1[CH2:20][C:21]1[CH:22]=[CH:23][C:24]([C:27]#[C:28][C:30]2[CH:35]=[N:34][CH:33]=[CH:32][N:31]=2)=[CH:25][CH:26]=1, predict the reactants needed to synthesize it. (5) Given the product [C:1]12([CH2:11][NH2:13])[CH2:8][CH:7]3[CH2:6][CH:5]([CH2:4][CH:3]([CH2:9]3)[CH2:2]1)[CH2:10]2, predict the reactants needed to synthesize it. The reactants are: [C:1]12([C:11]([NH2:13])=O)[CH2:10][CH:5]3[CH2:6][CH:7]([CH2:9][CH:3]([CH2:4]3)[CH2:2]1)[CH2:8]2.S(C)C.CO. (6) Given the product [Cl:16][C:15]1[CH:14]=[CH:13][CH:12]=[C:11]([Cl:17])[C:10]=1[C:9]([NH:8][C:6]1[CH:5]=[CH:4][N:3]=[C:2]([NH:1][C:25]([C@@H:19]2[CH2:21][C@H:20]2[C:22]([OH:24])=[O:23])=[O:26])[CH:7]=1)=[O:18], predict the reactants needed to synthesize it. The reactants are: [NH2:1][C:2]1[CH:7]=[C:6]([NH:8][C:9](=[O:18])[C:10]2[C:15]([Cl:16])=[CH:14][CH:13]=[CH:12][C:11]=2[Cl:17])[CH:5]=[CH:4][N:3]=1.[C@@H:19]1([C:25](O)=[O:26])[CH2:21][C@H:20]1[C:22]([OH:24])=[O:23].CN(C(ON1N=NC2C=CC=NC1=2)=[N+](C)C)C.F[P-](F)(F)(F)(F)F. (7) The reactants are: CO[C:3]([CH2:5][C:6]1[O:7][C:8]([CH3:16])=[C:9]([C:11](OCC)=O)[N:10]=1)=[O:4].[OH2:17].[NH2:18][NH2:19].[CH2:20]([OH:22])[CH3:21]. Given the product [NH:18]([C:3]([CH2:5][C:6]1[O:7][C:8]([C:16]([O:22][CH2:20][CH3:21])=[O:17])=[C:9]([CH3:11])[N:10]=1)=[O:4])[NH2:19], predict the reactants needed to synthesize it.